Dataset: Forward reaction prediction with 1.9M reactions from USPTO patents (1976-2016). Task: Predict the product of the given reaction. Given the reactants [NH2:1][C@@H:2]([CH3:17])[C@@H:3]([C:5]1[CH:6]=[CH:7][C:8]([OH:16])=[C:9]([NH:11][S:12]([CH3:15])(=[O:14])=[O:13])[CH:10]=1)[OH:4].[CH3:18][C:19]1[CH:20]=[C:21]([CH:24]=[C:25]([CH3:27])[CH:26]=1)[CH:22]=O, predict the reaction product. The product is: [CH3:18][C:19]1[CH:26]=[C:25]([CH:24]=[C:21]([CH3:22])[CH:20]=1)[CH2:27][NH:1][C@@H:2]([CH3:17])[C@@H:3]([C:5]1[CH:6]=[CH:7][C:8]([OH:16])=[C:9]([NH:11][S:12]([CH3:15])(=[O:14])=[O:13])[CH:10]=1)[OH:4].